The task is: Predict the reactants needed to synthesize the given product.. This data is from Full USPTO retrosynthesis dataset with 1.9M reactions from patents (1976-2016). (1) Given the product [Cl:25][C:6]1[N:5]2[N:15]=[C:16]([CH:18]([CH3:20])[CH3:19])[N:17]=[C:4]2[C:3]([C:21]#[N:22])=[C:2]([CH3:1])[C:7]=1[C:8]1[CH:13]=[CH:12][CH:11]=[CH:10][CH:9]=1, predict the reactants needed to synthesize it. The reactants are: [CH3:1][C:2]1[C:3]([C:21]#[N:22])=[C:4]2[NH:17][C:16]([CH:18]([CH3:20])[CH3:19])=[N:15][N:5]2[C:6](=O)[C:7]=1[C:8]1[CH:13]=[CH:12][CH:11]=[CH:10][CH:9]=1.P(Cl)(Cl)([Cl:25])=O. (2) Given the product [C:34]1([C@@H:32]2[CH2:33][C@H:31]2[N:24]([CH2:23][C:10]2([CH2:9][C:8]3[CH:7]=[C:6]([CH:42]=[CH:41][CH:40]=3)[C:4]([O:3][CH3:2])=[O:5])[CH2:15][CH2:14][NH:13][CH2:12][CH2:11]2)[C:25](=[O:30])[C:26]([F:29])([F:27])[F:28])[CH:39]=[CH:38][CH:37]=[CH:36][CH:35]=1, predict the reactants needed to synthesize it. The reactants are: Cl.[CH3:2][O:3][C:4]([C:6]1[CH:7]=[C:8]([CH:40]=[CH:41][CH:42]=1)[CH2:9][C:10]1([CH2:23][N:24]([C@@H:31]2[CH2:33][C@H:32]2[C:34]2[CH:39]=[CH:38][CH:37]=[CH:36][CH:35]=2)[C:25](=[O:30])[C:26]([F:29])([F:28])[F:27])[CH2:15][CH2:14][N:13](C(OC(C)(C)C)=O)[CH2:12][CH2:11]1)=[O:5]. (3) Given the product [Cl:1][C:2]1[C:3]([O:11][CH2:12][C:13]2[CH:18]=[CH:17][CH:16]=[C:15]([C:19]3[CH:28]=[CH:27][C:22]4[O:23][CH2:24][CH2:25][O:26][C:21]=4[CH:20]=3)[C:14]=2[CH3:29])=[CH:4][C:5]([O:10][CH2:31][C:32]2[CH:33]=[C:34]([CH:39]=[CH:40][C:41]=2[O:42][CH3:43])[C:35]([O:37][CH3:38])=[O:36])=[C:6]([CH:7]=[O:8])[CH:9]=1, predict the reactants needed to synthesize it. The reactants are: [Cl:1][C:2]1[C:3]([O:11][CH2:12][C:13]2[CH:18]=[CH:17][CH:16]=[C:15]([C:19]3[CH:28]=[CH:27][C:22]4[O:23][CH2:24][CH2:25][O:26][C:21]=4[CH:20]=3)[C:14]=2[CH3:29])=[CH:4][C:5]([OH:10])=[C:6]([CH:9]=1)[CH:7]=[O:8].Cl[CH2:31][C:32]1[CH:33]=[C:34]([CH:39]=[CH:40][C:41]=1[O:42][CH3:43])[C:35]([O:37][CH3:38])=[O:36].C(=O)([O-])[O-].[Cs+].[Cs+].[I-].[Na+].